Dataset: Full USPTO retrosynthesis dataset with 1.9M reactions from patents (1976-2016). Task: Predict the reactants needed to synthesize the given product. The reactants are: [C:1]([Br:5])(Br)(Br)[Br:2].C1(P(C2C=CC=CC=2)C2C=CC=CC=2)C=CC=CC=1.[CH:25](=O)[C:26]1[O:30][CH:29]=[CH:28][CH:27]=1.C(N(CC)CC)C. Given the product [Br:2][C:1]([Br:5])=[CH:25][C:26]1[O:30][CH:29]=[CH:28][CH:27]=1, predict the reactants needed to synthesize it.